Dataset: Forward reaction prediction with 1.9M reactions from USPTO patents (1976-2016). Task: Predict the product of the given reaction. (1) Given the reactants [CH3:1][S:2]([C:5]1[CH:10]=[CH:9][C:8]([C:11]2[N:16]3[N:17]=[C:18]([NH2:20])[N:19]=[C:15]3[CH:14]=[CH:13][CH:12]=2)=[CH:7][CH:6]=1)(=[O:4])=[O:3].Br[C:22]1[CH:27]=[CH:26][C:25]([O:28][CH3:29])=[CH:24][CH:23]=1, predict the reaction product. The product is: [CH3:1][S:2]([C:5]1[CH:10]=[CH:9][C:8]([C:11]2[N:16]3[N:17]=[C:18]([NH:20][C:22]4[CH:27]=[CH:26][C:25]([O:28][CH3:29])=[CH:24][CH:23]=4)[N:19]=[C:15]3[CH:14]=[CH:13][CH:12]=2)=[CH:7][CH:6]=1)(=[O:3])=[O:4]. (2) Given the reactants C([O:4]CC=C)C=C.[CH2:8]([C:11]1[CH:16]=[C:15]([CH:17]2[CH2:21][CH2:20][CH2:19][CH2:18]2)[CH:14]=[C:13]([Br:22])[C:12]=1[OH:23])[CH:9]=[CH2:10].ClC1C=C(C=CC=1)C(OO)=O.C(=O)([O-])[O-].[K+].[K+], predict the reaction product. The product is: [Br:22][C:13]1[C:12]2[O:23][CH:9]([CH2:10][OH:4])[CH2:8][C:11]=2[CH:16]=[C:15]([CH:17]2[CH2:18][CH2:19][CH2:20][CH2:21]2)[CH:14]=1. (3) Given the reactants Br[C:2]1[CH:15]=[CH:14][C:5]([O:6][Si:7]([C:10]([CH3:13])([CH3:12])[CH3:11])([CH3:9])[CH3:8])=[CH:4][CH:3]=1.C([Li])CCC.Br[C:22]1[CH:27]=[CH:26][CH:25]=[C:24]([Br:28])[CH:23]=1.[C:29]([C:31]1[CH:36]=[CH:35][CH:34]=[CH:33][C:32]=1[C:37]#[N:38])#[N:30].[Cl-].[NH4+], predict the reaction product. The product is: [Br:28][C:24]1[CH:23]=[C:22]([C:29]2([C:2]3[CH:15]=[CH:14][C:5]([O:6][Si:7]([C:10]([CH3:13])([CH3:12])[CH3:11])([CH3:9])[CH3:8])=[CH:4][CH:3]=3)[C:31]3[C:32](=[CH:33][CH:34]=[CH:35][CH:36]=3)[C:37]([NH2:38])=[N:30]2)[CH:27]=[CH:26][CH:25]=1. (4) Given the reactants [CH3:1][O:2][C:3]1[CH:4]=[C:5]2[C:10](=[CH:11][CH:12]=1)[C:9](=[O:13])[N:8]([CH3:14])[C:7]([CH:15]1[CH2:20][CH2:19][CH2:18][N:17](C(OCC3C=CC=CC=3)=O)[CH2:16]1)=[C:6]2[C:31]1[CH:36]=[CH:35][CH:34]=[CH:33][CH:32]=1, predict the reaction product. The product is: [CH3:1][O:2][C:3]1[CH:4]=[C:5]2[C:10](=[CH:11][CH:12]=1)[C:9](=[O:13])[N:8]([CH3:14])[C:7]([CH:15]1[CH2:20][CH2:19][CH2:18][NH:17][CH2:16]1)=[C:6]2[C:31]1[CH:32]=[CH:33][CH:34]=[CH:35][CH:36]=1.